This data is from Forward reaction prediction with 1.9M reactions from USPTO patents (1976-2016). The task is: Predict the product of the given reaction. The product is: [NH2:27][CH:24]1[CH2:23][CH2:22][CH:21]([NH:20][C@@H:18]2[CH2:19][C@H:17]2[C:14]2[CH:13]=[CH:12][C:11]([NH:10][C:6]3[CH:5]=[C:4]([CH:9]=[CH:8][CH:7]=3)[C:2]#[N:3])=[N:16][CH:15]=2)[CH2:26][CH2:25]1. Given the reactants Cl.[C:2]([C:4]1[CH:5]=[C:6]([NH:10][C:11]2[N:16]=[CH:15][C:14]([C@@H:17]3[CH2:19][C@H:18]3[NH:20][CH:21]3[CH2:26][CH2:25][CH:24]([NH:27]C(=O)OC(C)(C)C)[CH2:23][CH2:22]3)=[CH:13][CH:12]=2)[CH:7]=[CH:8][CH:9]=1)#[N:3], predict the reaction product.